From a dataset of Forward reaction prediction with 1.9M reactions from USPTO patents (1976-2016). Predict the product of the given reaction. The product is: [CH2:22]([C:2]1[CH:10]=[C:9]2[C:5]([CH2:6][N:7]([C:12]3[CH:13]=[C:14]4[C:18](=[CH:19][CH:20]=3)[N:17]([CH3:21])[CH:16]=[CH:15]4)[C:8]2=[O:11])=[CH:4][CH:3]=1)[CH2:23][CH2:24][CH3:25]. Given the reactants Br[C:2]1[CH:10]=[C:9]2[C:5]([CH2:6][N:7]([C:12]3[CH:13]=[C:14]4[C:18](=[CH:19][CH:20]=3)[N:17]([CH3:21])[CH:16]=[CH:15]4)[C:8]2=[O:11])=[CH:4][CH:3]=1.[CH2:22]([Sn]([CH2:22][CH2:23][CH2:24][CH3:25])([CH2:22][CH2:23][CH2:24][CH3:25])[CH2:22][CH2:23][CH2:24][CH3:25])[CH2:23][CH2:24][CH3:25], predict the reaction product.